From a dataset of Catalyst prediction with 721,799 reactions and 888 catalyst types from USPTO. Predict which catalyst facilitates the given reaction. (1) Reactant: [CH3:1][O:2][C:3]([NH:5][C@@H:6]([CH:10]([CH3:12])[CH3:11])[C:7](O)=[O:8])=[O:4].CN(C(ON1N=NC2C=CC=NC1=2)=[N+](C)C)C.F[P-](F)(F)(F)(F)F.CCN(C(C)C)C(C)C.[I:46][C:47]1[NH:51][C:50]([C@@H:52]2[CH2:56][C@H:55]([CH3:57])[CH2:54][NH:53]2)=[N:49][CH:48]=1.Cl. Product: [I:46][C:47]1[NH:51][C:50]([C@@H:52]2[CH2:56][C@H:55]([CH3:57])[CH2:54][N:53]2[C:7]([C@@H:6]([NH:5][C:3](=[O:4])[O:2][CH3:1])[CH:10]([CH3:12])[CH3:11])=[O:8])=[N:49][CH:48]=1. The catalyst class is: 173. (2) Reactant: [CH:1]1([N:4]([CH:18]2[CH2:23][CH2:22][N:21]([C:24](=[O:30])[CH:25]=[CH:26][CH2:27][CH2:28][CH3:29])[CH2:20][CH2:19]2)[S:5]([C:8]2[CH:13]=[CH:12][CH:11]=[C:10]([C:14]([F:17])([F:16])[F:15])[CH:9]=2)(=[O:7])=[O:6])[CH2:3][CH2:2]1.[CH3:31][NH:32][CH3:33]. Product: [CH:1]1([N:4]([CH:18]2[CH2:23][CH2:22][N:21]([C:24](=[O:30])[CH2:25][CH:26]([N:32]([CH3:33])[CH3:31])[CH2:27][CH2:28][CH3:29])[CH2:20][CH2:19]2)[S:5]([C:8]2[CH:13]=[CH:12][CH:11]=[C:10]([C:14]([F:15])([F:16])[F:17])[CH:9]=2)(=[O:6])=[O:7])[CH2:3][CH2:2]1. The catalyst class is: 5.